Dataset: Full USPTO retrosynthesis dataset with 1.9M reactions from patents (1976-2016). Task: Predict the reactants needed to synthesize the given product. (1) Given the product [CH3:1][C:2]1[C:3]([NH:15][CH:16]2[CH2:30][CH:19]3[CH2:20][NH:21][CH2:22][CH:18]3[CH2:17]2)=[N:4][C:5]([NH:8][C:9]2[CH:10]=[N:11][N:12]([CH3:14])[CH:13]=2)=[N:6][CH:7]=1, predict the reactants needed to synthesize it. The reactants are: [CH3:1][C:2]1[C:3]([NH:15][CH:16]2[CH2:30][CH:19]3[CH2:20][N:21](C(OC(C)(C)C)=O)[CH2:22][CH:18]3[CH2:17]2)=[N:4][C:5]([NH:8][C:9]2[CH:10]=[N:11][N:12]([CH3:14])[CH:13]=2)=[N:6][CH:7]=1.Cl.CCOC(C)=O. (2) Given the product [Cl:1][C:2]1[C:3]2[N:4]([C:10]([N:12]3[CH2:17][CH2:16][N:15]4[C:18]([C:21]([F:24])([F:23])[F:22])=[N:19][N:20]=[C:14]4[CH2:13]3)=[N:9][CH:8]=2)[CH:5]=[CH:6][N:7]=1, predict the reactants needed to synthesize it. The reactants are: [Cl:1][C:2]1[C:3]([CH2:8][NH:9][C:10]([N:12]2[CH2:17][CH2:16][N:15]3[C:18]([C:21]([F:24])([F:23])[F:22])=[N:19][N:20]=[C:14]3[CH2:13]2)=O)=[N:4][CH:5]=[CH:6][N:7]=1.N1C=CC=CC=1.P(Cl)(Cl)(Cl)=O. (3) Given the product [CH3:21][C:18]1([CH3:22])[CH2:19][CH2:20][C:12]([CH3:11])([CH3:30])[C:13]2[CH2:14][C:15]([CH2:23][CH2:24][CH2:25][CH2:26][CH3:27])([CH:28]=[O:29])[CH2:16][C:17]1=2, predict the reactants needed to synthesize it. The reactants are: C(Cl)(=O)C(Cl)=O.CS(C)=O.[CH3:11][C:12]1([CH3:30])[CH2:20][CH2:19][C:18]([CH3:22])([CH3:21])[C:17]2[CH2:16][C:15]([CH2:28][OH:29])([CH2:23][CH2:24][CH2:25][CH2:26][CH3:27])[CH2:14][C:13]1=2.C(N(CC)CC)C. (4) Given the product [Br:20][C:15]1[N:14]=[C:13]2[N:12]=[C:9]([CH2:8][C:5]3[CH:4]=[CH:3][C:2]([F:1])=[CH:7][CH:6]=3)[O:11][C:18]2=[CH:17][CH:16]=1, predict the reactants needed to synthesize it. The reactants are: [F:1][C:2]1[CH:7]=[CH:6][C:5]([CH2:8][C:9]([OH:11])=O)=[CH:4][CH:3]=1.[NH2:12][C:13]1[C:18](O)=[CH:17][CH:16]=[C:15]([Br:20])[N:14]=1. (5) Given the product [C:24]([C:20]1[CH:19]=[C:18]2[C:23](=[CH:22][CH:21]=1)[N:15]([C:13]([C:11]1[CH:10]=[CH:9][C:8]([CH3:32])=[C:7]([CH:12]=1)[C:6]([OH:33])=[O:5])=[O:14])[C:16]([C:26]1[CH:27]=[N:28][CH:29]=[CH:30][CH:31]=1)=[CH:17]2)#[N:25], predict the reactants needed to synthesize it. The reactants are: C([O:5][C:6](=[O:33])[C:7]1[CH:12]=[C:11]([C:13]([N:15]2[C:23]3[C:18](=[CH:19][C:20]([C:24]#[N:25])=[CH:21][CH:22]=3)[CH:17]=[C:16]2[C:26]2[CH:27]=[N:28][CH:29]=[CH:30][CH:31]=2)=[O:14])[CH:10]=[CH:9][C:8]=1[CH3:32])(C)(C)C. (6) Given the product [Cl:1][C:2]1[S:3][C:4]([Cl:31])=[C:5]([C:22](=[O:30])[C:23]2[CH:28]=[CH:27][CH:26]=[C:25]([Cl:29])[CH:24]=2)[C:6]=1[C:7]([NH:9][C@H:10]([C:12]1[CH:13]=[CH:14][C:15]([C:16]([OH:18])=[O:17])=[CH:20][CH:21]=1)[CH3:11])=[O:8], predict the reactants needed to synthesize it. The reactants are: [Cl:1][C:2]1[S:3][C:4]([Cl:31])=[C:5]([C:22](=[O:30])[C:23]2[CH:28]=[CH:27][CH:26]=[C:25]([Cl:29])[CH:24]=2)[C:6]=1[C:7]([NH:9][C@H:10]([C:12]1[CH:21]=[CH:20][C:15]([C:16]([O:18]C)=[O:17])=[CH:14][CH:13]=1)[CH3:11])=[O:8].Cl. (7) Given the product [CH2:1]([O:3][C:4](=[O:13])[CH2:5][C:6]1[CH:11]=[CH:10][CH:9]=[C:8]([O:12][CH2:15]/[CH:16]=[CH:17]/[C:18]#[C:19][C:20]2[CH:25]=[CH:24][C:23]([C:26]#[C:27]/[CH:28]=[CH:29]/[CH2:30][O:31][C:5]3[CH:6]=[CH:7][CH:41]=[C:42]([CH2:43][C:44]([O:3][CH2:1][CH3:2])=[O:45])[CH:4]=3)=[CH:22][CH:21]=2)[CH:7]=1)[CH3:2], predict the reactants needed to synthesize it. The reactants are: [CH2:1]([O:3][C:4](=[O:13])[CH2:5][C:6]1[CH:11]=[CH:10][CH:9]=[C:8]([OH:12])[CH:7]=1)[CH3:2].O[CH2:15]/[CH:16]=[CH:17]/[C:18]#[C:19][C:20]1[CH:25]=[CH:24][C:23]([C:26]#[C:27]/[CH:28]=[CH:29]/[CH2:30][OH:31])=[CH:22][CH:21]=1.[CH2:41](P([CH2:41][CH2:42][CH2:43][CH3:44])[CH2:41][CH2:42][CH2:43][CH3:44])[CH2:42][CH2:43][CH3:44].[OH2:45]. (8) Given the product [Cl:1][C:2]1[CH:7]=[C:6]([Cl:8])[CH:5]=[CH:4][C:3]=1[CH:9]1[N:14]=[C:13]([C:15]2[S:16][CH:17]=[CH:18][N:19]=2)[NH:12][C:11]([CH2:20][N:21]2[CH2:26][CH2:25][O:24][CH2:23][CH:22]2[C:27]([O:29][CH2:42][O:41][C:35](=[O:40])[C:36]([CH3:39])([CH3:38])[CH3:37])=[O:28])=[C:10]1[C:30]([O:32][CH2:33][CH3:34])=[O:31], predict the reactants needed to synthesize it. The reactants are: [Cl:1][C:2]1[CH:7]=[C:6]([Cl:8])[CH:5]=[CH:4][C:3]=1[CH:9]1[N:14]=[C:13]([C:15]2[S:16][CH:17]=[CH:18][N:19]=2)[NH:12][C:11]([CH2:20][N:21]2[CH2:26][CH2:25][O:24][CH2:23][CH:22]2[C:27]([OH:29])=[O:28])=[C:10]1[C:30]([O:32][CH2:33][CH3:34])=[O:31].[C:35]([O:41][CH2:42]Cl)(=[O:40])[C:36]([CH3:39])([CH3:38])[CH3:37].C(Cl)Cl. (9) Given the product [CH3:1][O:2][C:3]([C:5]1([NH:11][C:12]([O:14][C:15]([CH3:18])([CH3:17])[CH3:16])=[O:13])[CH2:7][CH:6]1[CH2:8][CH2:9][O:10][S:20]([CH3:19])(=[O:22])=[O:21])=[O:4], predict the reactants needed to synthesize it. The reactants are: [CH3:1][O:2][C:3]([C:5]1([NH:11][C:12]([O:14][C:15]([CH3:18])([CH3:17])[CH3:16])=[O:13])[CH2:7][CH:6]1[CH2:8][CH2:9][OH:10])=[O:4].[CH3:19][S:20](Cl)(=[O:22])=[O:21].